Predict the reactants needed to synthesize the given product. From a dataset of Full USPTO retrosynthesis dataset with 1.9M reactions from patents (1976-2016). (1) Given the product [CH3:33][N:32]1[C:28]([C:26]2[CH:25]=[CH:24][N:23]=[C:35]([NH:12][C:9]3[CH:10]=[CH:11][C:6]([S:3](=[O:4])(=[O:5])[NH:2][CH3:1])=[CH:7][CH:8]=3)[N:19]=2)=[CH:29][N:30]=[C:31]1[CH3:34], predict the reactants needed to synthesize it. The reactants are: [CH3:1][NH:2][S:3]([C:6]1[CH:11]=[CH:10][C:9]([NH2:12])=[CH:8][CH:7]=1)(=[O:5])=[O:4].Cl.CCOCC.[N:19]#CN.C[N:23]([CH3:35])[CH:24]=[CH:25][C:26]([C:28]1[N:32]([CH3:33])[C:31]([CH3:34])=[N:30][CH:29]=1)=O.C[O-].[Na+].C(=O)([O-])O.[Na+]. (2) Given the product [ClH:46].[F:8][C:6]1[CH:5]=[C:4]([C:9]2[CH:14]=[CH:13][C:12](=[O:15])[N:11]([CH2:16][C:17]3[CH:22]=[CH:21][CH:20]=[C:19]([C:23]4[O:24][C:25]([C:28]5[CH:29]=[N:30][N:31]([CH:33]6[CH2:38][CH2:37][NH:36][CH2:35][CH2:34]6)[CH:32]=5)=[CH:26][N:27]=4)[CH:18]=3)[N:10]=2)[CH:3]=[C:2]([F:1])[CH:7]=1, predict the reactants needed to synthesize it. The reactants are: [F:1][C:2]1[CH:3]=[C:4]([C:9]2[CH:14]=[CH:13][C:12](=[O:15])[N:11]([CH2:16][C:17]3[CH:18]=[C:19]([C:23]4[O:24][C:25]([C:28]5[CH:29]=[N:30][N:31]([CH:33]6[CH2:38][CH2:37][N:36](C(OC(C)(C)C)=O)[CH2:35][CH2:34]6)[CH:32]=5)=[CH:26][N:27]=4)[CH:20]=[CH:21][CH:22]=3)[N:10]=2)[CH:5]=[C:6]([F:8])[CH:7]=1.[ClH:46].